Dataset: Forward reaction prediction with 1.9M reactions from USPTO patents (1976-2016). Task: Predict the product of the given reaction. Given the reactants [NH2:1][C:2]1[S:3][CH:4]=[C:5]([CH3:7])[N:6]=1.C[Al](C)C.C([O:14][C:15]([C:17]1[CH:22]=[C:21]([Br:23])[CH:20]=[C:19]([CH3:24])[N:18]=1)=O)C, predict the reaction product. The product is: [CH3:7][C:5]1[N:6]=[C:2]([NH:1][C:15]([C:17]2[CH:22]=[C:21]([Br:23])[CH:20]=[C:19]([CH3:24])[N:18]=2)=[O:14])[S:3][CH:4]=1.